This data is from Reaction yield outcomes from USPTO patents with 853,638 reactions. The task is: Predict the reaction yield, written as a fraction of the theoretical maximum amount of product (1.0 means a 100% yield; for example, 0.34 means a 34% yield). (1) The reactants are [CH2:1]([CH2:13][NH2:14])[CH2:2][C:3]([P:9]([O-:12])([OH:11])=[O:10])([P:5]([OH:8])([OH:7])=[O:6])[OH:4].[Na+:15].[OH2:16]. The catalyst is C(C(C)=O)C. The product is [CH2:1]([CH2:13][NH2:14])[CH2:2][C:3]([P:5]([O-:7])([OH:8])=[O:6])([P:9]([OH:12])([OH:11])=[O:10])[OH:4].[OH2:16].[OH2:4].[OH2:4].[Na+:15]. The yield is 0.850. (2) The reactants are [O:1]([CH2:8][CH2:9][NH:10][C:11]1[O:12][CH2:13][C:14]2[CH:20]=[C:19]([NH2:21])[CH:18]=[CH:17][C:15]=2[N:16]=1)[C:2]1[CH:7]=[CH:6][CH:5]=[CH:4][CH:3]=1.[CH:22]1([S:25](Cl)(=[O:27])=[O:26])[CH2:24][CH2:23]1. No catalyst specified. The product is [O:1]([CH2:8][CH2:9][NH:10][C:11]1[O:12][CH2:13][C:14]2[CH:20]=[C:19]([NH:21][S:25]([CH:22]3[CH2:24][CH2:23]3)(=[O:27])=[O:26])[CH:18]=[CH:17][C:15]=2[N:16]=1)[C:2]1[CH:7]=[CH:6][CH:5]=[CH:4][CH:3]=1. The yield is 0.730.